The task is: Predict the reactants needed to synthesize the given product.. This data is from Full USPTO retrosynthesis dataset with 1.9M reactions from patents (1976-2016). Given the product [C:37]([OH:42])(=[O:41])[C:38]([OH:40])=[O:39].[Cl:1][C:2]1[CH:7]=[CH:6][CH:5]=[C:4]([F:8])[C:3]=1[NH:9][C:10]1[NH:11][C:12]2[C:18]3[CH2:19][C:20]([CH3:22])([CH3:23])[O:21][C:17]=3[C:16]([C:24]([NH:26][C:27]3[CH:28]=[CH:29][C:30]([C:33]([F:35])([F:36])[F:34])=[CH:31][CH:32]=3)=[O:25])=[CH:15][C:13]=2[N:14]=1, predict the reactants needed to synthesize it. The reactants are: [Cl:1][C:2]1[CH:7]=[CH:6][CH:5]=[C:4]([F:8])[C:3]=1[NH:9][C:10]1[NH:11][C:12]2[C:18]3[CH2:19][C:20]([CH3:23])([CH3:22])[O:21][C:17]=3[C:16]([C:24]([NH:26][C:27]3[CH:32]=[CH:31][C:30]([C:33]([F:36])([F:35])[F:34])=[CH:29][CH:28]=3)=[O:25])=[CH:15][C:13]=2[N:14]=1.[C:37]([OH:42])(=[O:41])[C:38]([OH:40])=[O:39].